Dataset: Forward reaction prediction with 1.9M reactions from USPTO patents (1976-2016). Task: Predict the product of the given reaction. The product is: [Cl:19][C:20]1[CH:25]=[C:24]([CH3:26])[CH:23]=[CH:22][C:21]=1[N:27]1[C:28]([S:29][CH2:31][C:32]([O:34][C:4]([CH3:3])([CH3:5])[CH3:6])=[O:33])=[C:16]([Si:13]([CH3:15])([CH3:14])[CH3:12])[N:17]=[N:18]1. Given the reactants [Li]C[CH2:3][CH2:4][CH3:5].[CH3:6]CCCCC.[CH3:12][Si:13]([CH:16]=[N+:17]=[N-:18])([CH3:15])[CH3:14].[Cl:19][C:20]1[CH:25]=[C:24]([CH3:26])[CH:23]=[CH:22][C:21]=1[N:27]=[C:28]=[S:29].Br[CH2:31][C:32]([O:34]CCCC)=[O:33], predict the reaction product.